From a dataset of Reaction yield outcomes from USPTO patents with 853,638 reactions. Predict the reaction yield, written as a fraction of the theoretical maximum amount of product (1.0 means a 100% yield; for example, 0.34 means a 34% yield). (1) The reactants are Br[C:2]1[CH:3]=[C:4]([CH2:10][NH:11][C:12](=[O:39])[CH2:13][CH2:14][C:15]([NH:17][CH2:18][C:19]2[C:20]([NH:32][CH:33]3[CH2:38][CH2:37][O:36][CH2:35][CH2:34]3)=[C:21]3[CH:29]=[N:28][N:27]([CH2:30][CH3:31])[C:22]3=[N:23][C:24]=2[CH2:25][CH3:26])=[O:16])[CH:5]=[CH:6][C:7]=1[O:8][CH3:9].[CH:40]([C:42]1[CH:43]=[C:44](B(O)O)[CH:45]=[CH:46][CH:47]=1)=[O:41].C(=O)([O-])[O-].[Na+].[Na+]. The catalyst is O1CCOCC1.O.CCOC(C)=O.[Pd].C1(P(C2C=CC=CC=2)C2C=CC=CC=2)C=CC=CC=1.C1(P(C2C=CC=CC=2)C2C=CC=CC=2)C=CC=CC=1.C1(P(C2C=CC=CC=2)C2C=CC=CC=2)C=CC=CC=1.C1(P(C2C=CC=CC=2)C2C=CC=CC=2)C=CC=CC=1. The product is [CH2:30]([N:27]1[C:22]2=[N:23][C:24]([CH2:25][CH3:26])=[C:19]([CH2:18][NH:17][C:15](=[O:16])[CH2:14][CH2:13][C:12]([NH:11][CH2:10][C:4]3[CH:3]=[C:2]([C:46]4[CH:45]=[CH:44][CH:43]=[C:42]([CH:40]=[O:41])[CH:47]=4)[C:7]([O:8][CH3:9])=[CH:6][CH:5]=3)=[O:39])[C:20]([NH:32][CH:33]3[CH2:38][CH2:37][O:36][CH2:35][CH2:34]3)=[C:21]2[CH:29]=[N:28]1)[CH3:31]. The yield is 0.698. (2) The reactants are [CH3:1][O:2][C:3]1[CH:11]=[CH:10][C:6]([C:7]([OH:9])=O)=[C:5]([O:12]C(=O)C)[CH:4]=1.[NH2:16][C@H:17]1[CH2:22][C:21]2[C:23]([N:27]3[CH2:32][CH2:31][N:30]([CH3:33])[CH2:29][CH2:28]3)=[CH:24][CH:25]=[CH:26][C:20]=2[O:19][CH2:18]1.C(N(CC)CC)C. The catalyst is S(Cl)(Cl)=O.C(Cl)Cl. The product is [CH3:33][N:30]1[CH2:31][CH2:32][N:27]([C:23]2[C:21]3[CH2:22][C@H:17]([NH:16][C:7](=[O:9])[C:6]4[CH:10]=[CH:11][C:3]([O:2][CH3:1])=[CH:4][C:5]=4[OH:12])[CH2:18][O:19][C:20]=3[CH:26]=[CH:25][CH:24]=2)[CH2:28][CH2:29]1. The yield is 0.330. (3) The reactants are [OH:1][C:2]1[CH:9]=[CH:8][C:5]([CH:6]=O)=[CH:4][C:3]=1[CH3:10].[C:11]([O:15][C:16]([CH3:19])([CH3:18])[CH3:17])(=[O:14])[NH:12][NH2:13]. The catalyst is C1COCC1. The product is [C:16]([O:15][C:11]([NH:12][N:13]=[CH:6][C:5]1[CH:8]=[CH:9][C:2]([OH:1])=[C:3]([CH3:10])[CH:4]=1)=[O:14])([CH3:19])([CH3:18])[CH3:17]. The yield is 0.950. (4) The reactants are [OH-].[Na+].[Br:3][C:4]1[CH:5]=[C:6]([CH:18]=[CH:19][C:20]=1[F:21])[CH:7]=[C:8]1[C:16]2[C:11](=[CH:12][CH:13]=[CH:14][CH:15]=2)[C:10](=O)[O:9]1.O.[NH2:23][NH2:24].Cl. The catalyst is O. The product is [Br:3][C:4]1[CH:5]=[C:6]([CH:18]=[CH:19][C:20]=1[F:21])[CH2:7][C:8]1[C:16]2[C:11](=[CH:12][CH:13]=[CH:14][CH:15]=2)[C:10](=[O:9])[NH:24][N:23]=1. The yield is 0.799.